This data is from Reaction yield outcomes from USPTO patents with 853,638 reactions. The task is: Predict the reaction yield, written as a fraction of the theoretical maximum amount of product (1.0 means a 100% yield; for example, 0.34 means a 34% yield). (1) The reactants are Br[C:2]1[CH:7]=[CH:6][N:5]=[C:4]2[N:8]([S:19]([C:22]3[CH:27]=[CH:26][CH:25]=[CH:24][CH:23]=3)(=[O:21])=[O:20])[C:9]([C:11]3[CH:16]=[CH:15][CH:14]=[C:13]([CH:17]=[O:18])[CH:12]=3)=[CH:10][C:3]=12.[N+:28]([C:31]1[CH:36]=[CH:35][C:34]([C:37]2[C:41](B3OC(C)(C)C(C)(C)O3)=[CH:40][N:39]([CH2:51][CH3:52])[N:38]=2)=[CH:33][CH:32]=1)([O-:30])=[O:29].C(=O)(O)[O-].[Na+]. The catalyst is C1C=CC([P]([Pd]([P](C2C=CC=CC=2)(C2C=CC=CC=2)C2C=CC=CC=2)([P](C2C=CC=CC=2)(C2C=CC=CC=2)C2C=CC=CC=2)[P](C2C=CC=CC=2)(C2C=CC=CC=2)C2C=CC=CC=2)(C2C=CC=CC=2)C2C=CC=CC=2)=CC=1.CN(C)C=O. The product is [N+:28]([C:31]1[CH:32]=[CH:33][C:34]([C:37]2[C:41]([C:2]3[CH:7]=[CH:6][N:5]=[C:4]4[N:8]([S:19]([C:22]5[CH:27]=[CH:26][CH:25]=[CH:24][CH:23]=5)(=[O:21])=[O:20])[C:9]([C:11]5[CH:16]=[CH:15][CH:14]=[C:13]([CH:17]=[O:18])[CH:12]=5)=[CH:10][C:3]=34)=[CH:40][N:39]([CH2:51][CH3:52])[N:38]=2)=[CH:35][CH:36]=1)([O-:30])=[O:29]. The yield is 0.810. (2) The reactants are [C:1]1([CH2:7][O:8][C:9]([C:11]2([NH2:17])[CH2:16][CH2:15][CH2:14][CH2:13][CH2:12]2)=[O:10])[CH:6]=[CH:5][CH:4]=[CH:3][CH:2]=1.[C:18](OC(OC(C)(C)C)=O)(OC(C)(C)C)=[O:19].C(N(CC)CC)C.[C:40]([N:48]1[CH2:53][CH2:52][NH:51][CH2:50][CH2:49]1)(=[O:47])[C:41]1[CH:46]=[CH:45][CH:44]=[CH:43][CH:42]=1. The catalyst is C(Cl)Cl. The product is [C:1]1([CH2:7][O:8][C:9]([C:11]2([NH:17][C:18]([N:51]3[CH2:52][CH2:53][N:48]([C:40](=[O:47])[C:41]4[CH:46]=[CH:45][CH:44]=[CH:43][CH:42]=4)[CH2:49][CH2:50]3)=[O:19])[CH2:12][CH2:13][CH2:14][CH2:15][CH2:16]2)=[O:10])[CH:2]=[CH:3][CH:4]=[CH:5][CH:6]=1. The yield is 0.860. (3) The reactants are Cl[C:2]1[S:3][C:4]([C:19]([O:21][CH3:22])=[O:20])=[C:5]([C:7]2[N:12]=[C:11]([N:13]3[CH2:18][CH2:17][CH2:16][CH2:15][CH2:14]3)[CH:10]=[CH:9][N:8]=2)[N:6]=1.C(N(CC)C(C)C)(C)C.[Cl:32][C:33]1[C:37]([Cl:38])=[C:36]([CH3:39])[NH:35][C:34]=1[C:40]([NH:42][C@@H:43]1[CH2:48][CH2:47][NH:46][CH2:45][C@@H:44]1[O:49][CH3:50])=[O:41]. The catalyst is CN1CCCC1=O.O. The product is [Cl:32][C:33]1[C:37]([Cl:38])=[C:36]([CH3:39])[NH:35][C:34]=1[C:40]([NH:42][C@@H:43]1[CH2:48][CH2:47][N:46]([C:2]2[S:3][C:4]([C:19]([O:21][CH3:22])=[O:20])=[C:5]([C:7]3[N:12]=[C:11]([N:13]4[CH2:18][CH2:17][CH2:16][CH2:15][CH2:14]4)[CH:10]=[CH:9][N:8]=3)[N:6]=2)[CH2:45][C@@H:44]1[O:49][CH3:50])=[O:41]. The yield is 0.660. (4) The reactants are [Br:1][C:2]1[CH:3]=[C:4]2[C:8](=[CH:9][CH:10]=1)[NH:7][CH:6]=[C:5]2[CH3:11].[H-].[Na+].[CH3:14][O:15][C:16]1[CH:21]=[CH:20][C:19]([S:22](Cl)(=[O:24])=[O:23])=[CH:18][C:17]=1[N:26]1[CH2:31][CH2:30][N:29]([C:32](=[O:37])[C:33]([Cl:36])([Cl:35])[Cl:34])[CH2:28][CH2:27]1. The catalyst is C1COCC1. The product is [Br:1][C:2]1[CH:3]=[C:4]2[C:8](=[CH:9][CH:10]=1)[N:7]([S:22]([C:19]1[CH:20]=[CH:21][C:16]([O:15][CH3:14])=[C:17]([N:26]3[CH2:27][CH2:28][N:29]([C:32](=[O:37])[C:33]([Cl:36])([Cl:34])[Cl:35])[CH2:30][CH2:31]3)[CH:18]=1)(=[O:23])=[O:24])[CH:6]=[C:5]2[CH3:11]. The yield is 0.476. (5) The reactants are [I:1][C:2]1[CH:7]=[CH:6][N:5]=[C:4]2[NH:8][N:9]=[C:10]([C:11]([F:14])([F:13])[F:12])[C:3]=12.C(=O)([O-])[O-:16].[Cs+].[Cs+].[Cl:21][C:22]1[CH:23]=[C:24]([CH:27]=[CH:28][C:29]=1F)[C:25]#[N:26].C(OCC)(=O)C. The catalyst is C(#N)C. The product is [Cl:21][C:22]1[CH:23]=[C:24]([CH:27]=[CH:28][C:29]=1[N:8]1[C:4]2=[N:5][CH:6]=[CH:7][C:2]([I:1])=[C:3]2[C:10]([C:11]([F:14])([F:12])[F:13])=[N:9]1)[C:25]([NH2:26])=[O:16]. The yield is 0.660. (6) The reactants are ClC(Cl)(O[C:5](=[O:11])OC(Cl)(Cl)Cl)Cl.[N:13]1([C:19]2[C:20]3[N:34]=[N:33][N:32]([CH2:35][C:36]([F:39])([F:38])[F:37])[C:21]=3[N:22]=[C:23]([C:25]3[CH:31]=[CH:30][C:28]([NH2:29])=[CH:27][CH:26]=3)[N:24]=2)[CH2:18][CH2:17][O:16][CH2:15][CH2:14]1.[NH2:40][C:41]1[CH:49]=[CH:48][C:44]([CH2:45][CH2:46][OH:47])=[CH:43][CH:42]=1.CCN(CC)CC. The catalyst is C(Cl)(Cl)Cl. The product is [OH:47][CH2:46][CH2:45][C:44]1[CH:48]=[CH:49][C:41]([NH:40][C:5]([NH:29][C:28]2[CH:30]=[CH:31][C:25]([C:23]3[N:24]=[C:19]([N:13]4[CH2:14][CH2:15][O:16][CH2:17][CH2:18]4)[C:20]4[N:34]=[N:33][N:32]([CH2:35][C:36]([F:38])([F:39])[F:37])[C:21]=4[N:22]=3)=[CH:26][CH:27]=2)=[O:11])=[CH:42][CH:43]=1. The yield is 0.260. (7) The reactants are [Cl:1][C:2]1[C:3]([O:11][CH3:12])=[N:4][CH:5]=[C:6]([CH:10]=1)[C:7]([OH:9])=O.Cl.[CH3:14][NH:15][O:16][CH3:17]. The catalyst is S(Cl)(Cl)=O.C(Cl)Cl. The product is [Cl:1][C:2]1[C:3]([O:11][CH3:12])=[N:4][CH:5]=[C:6]([CH:10]=1)[C:7]([N:15]([O:16][CH3:17])[CH3:14])=[O:9]. The yield is 0.900. (8) The reactants are Cl.[NH2:2][OH:3].[C:4]12[C:17](=[O:18])O[C:14](=[O:15])[C:12]3=[C:13]1[C:8](=[CH:9][CH:10]=[CH:11]3)[CH:7]=[CH:6][CH:5]=2. The catalyst is N1C=CC=CC=1. The product is [CH:6]1[CH:5]=[C:4]2[C:17]([N:2]([OH:3])[C:14]([C:12]3=[CH:11][CH:10]=[CH:9][C:8](=[C:13]23)[CH:7]=1)=[O:15])=[O:18]. The yield is 0.810. (9) The reactants are [C:1]([O:5][C:6]([N:8]1[CH2:13][CH2:12][N:11]([CH2:14][CH2:15][CH2:16][O:17][C:18]2[CH:23]=[CH:22][C:21]([C:24]([OH:26])=O)=[CH:20][C:19]=2[F:27])[CH2:10][CH2:9]1)=[O:7])([CH3:4])([CH3:3])[CH3:2].C(N(CC)CC)C.[CH3:35][N:36]1[C:45]2[NH:44][C:43]3[CH:46]=[CH:47][CH:48]=[CH:49][C:42]=3[NH:41][CH2:40][C:39]=2[CH:38]=[N:37]1. The catalyst is ClCCl.CN(C1C=CN=CC=1)C. The product is [C:1]([O:5][C:6]([N:8]1[CH2:13][CH2:12][N:11]([CH2:14][CH2:15][CH2:16][O:17][C:18]2[CH:23]=[CH:22][C:21]([C:24]([N:41]3[CH2:40][C:39]4[CH:38]=[N:37][N:36]([CH3:35])[C:45]=4[NH:44][C:43]4[CH:46]=[CH:47][CH:48]=[CH:49][C:42]3=4)=[O:26])=[CH:20][C:19]=2[F:27])[CH2:10][CH2:9]1)=[O:7])([CH3:3])([CH3:4])[CH3:2]. The yield is 0.480.